From a dataset of Reaction yield outcomes from USPTO patents with 853,638 reactions. Predict the reaction yield, written as a fraction of the theoretical maximum amount of product (1.0 means a 100% yield; for example, 0.34 means a 34% yield). The reactants are [F:1][C:2]1[CH:7]=[CH:6][C:5]([CH2:8][NH:9][C:10]([C:12]2[N:13]=[C:14]3[C:20]4([N:23]([CH3:31])[C:24](=[O:30])[C:25]([N:27]([CH3:29])[CH3:28])=[O:26])[CH2:21][CH2:22][C:17]([CH2:32][O:33]S(C5C=CC(C)=CC=5)(=O)=O)([CH2:18][CH2:19]4)[CH2:16][N:15]3[C:44](=[O:47])[C:45]=2[OH:46])=[O:11])=[CH:4][C:3]=1[CH3:48].[C:49](C1C=C(C)C=C(C(C)(C)C)N=1)(C)(C)C.F[B-](F)(F)F.C[O+](C)C.CC1C=CC=CN=1.C(O)(C(F)(F)F)=O. The catalyst is C(Cl)Cl. The product is [F:1][C:2]1[CH:7]=[CH:6][C:5]([CH2:8][NH:9][C:10]([C:12]2[N:13]=[C:14]3[C:20]4([N:23]([CH3:31])[C:24](=[O:30])[C:25]([N:27]([CH3:28])[CH3:29])=[O:26])[CH2:19][CH2:18][C:17]([CH2:32][O:33][CH3:49])([CH2:22][CH2:21]4)[CH2:16][N:15]3[C:44](=[O:47])[C:45]=2[OH:46])=[O:11])=[CH:4][C:3]=1[CH3:48]. The yield is 0.0379.